Dataset: Peptide-MHC class II binding affinity with 134,281 pairs from IEDB. Task: Regression. Given a peptide amino acid sequence and an MHC pseudo amino acid sequence, predict their binding affinity value. This is MHC class II binding data. (1) The peptide sequence is LQIIDKIDAAFKVAA. The MHC is DRB3_0101 with pseudo-sequence DRB3_0101. The binding affinity (normalized) is 0.749. (2) The peptide sequence is AFLRFLAIPPTAGIL. The MHC is DRB1_0101 with pseudo-sequence DRB1_0101. The binding affinity (normalized) is 0.847. (3) The peptide sequence is VVVHITDDNEEPIAP. The MHC is DRB1_0101 with pseudo-sequence DRB1_0101. The binding affinity (normalized) is 0.0583.